Task: Regression. Given a peptide amino acid sequence and an MHC pseudo amino acid sequence, predict their binding affinity value. This is MHC class I binding data.. Dataset: Peptide-MHC class I binding affinity with 185,985 pairs from IEDB/IMGT (1) The peptide sequence is YMKFFGNFK. The MHC is HLA-A02:11 with pseudo-sequence HLA-A02:11. The binding affinity (normalized) is 0.0847. (2) The peptide sequence is KDGTLFYCY. The MHC is HLA-B15:01 with pseudo-sequence HLA-B15:01. The binding affinity (normalized) is 0.0847. (3) The peptide sequence is RRAARAEYL. The MHC is HLA-B15:03 with pseudo-sequence HLA-B15:03. The binding affinity (normalized) is 0.442. (4) The peptide sequence is YFPDWQNYT. The MHC is HLA-B35:01 with pseudo-sequence HLA-B35:01. The binding affinity (normalized) is 0. (5) The peptide sequence is RLPLVLPAV. The MHC is HLA-A02:01 with pseudo-sequence HLA-A02:01. The binding affinity (normalized) is 0.849. (6) The peptide sequence is AVNTPVSMTY. The MHC is HLA-A31:01 with pseudo-sequence HLA-A31:01. The binding affinity (normalized) is 0.176.